Predict the product of the given reaction. From a dataset of Forward reaction prediction with 1.9M reactions from USPTO patents (1976-2016). (1) Given the reactants [NH2:1][CH2:2][P:3](=[O:10])([CH2:7][CH2:8][OH:9])[CH2:4][CH2:5][OH:6].[CH3:11][O:12][C:13](=[O:19])[CH2:14][CH2:15][C:16](O)=[O:17].C(Cl)CCl, predict the reaction product. The product is: [OH:6][CH2:5][CH2:4][P:3]([CH2:2][NH:1][C:16](=[O:17])[CH2:15][CH2:14][C:13]([O:12][CH3:11])=[O:19])([CH2:7][CH2:8][OH:9])=[O:10]. (2) Given the reactants [C:1]([NH:9][C@@H:10]1[CH2:15][CH2:14][CH2:13][CH2:12][C@@H:11]1[C:16]([N:18]1[C@@H:30]2[C@@H:21]([C@H:22]([C:31]3[N:32](C(OCC4C=CC=CC=4)=O)[CH:33]=[CH:34][CH:35]=3)[NH:23][C:24]3[CH:25]=[CH:26][CH:27]=[CH:28][C:29]=32)[CH2:20][CH2:19]1)=[O:17])(=[O:8])[C:2]1[CH:7]=[CH:6][CH:5]=[CH:4][CH:3]=1, predict the reaction product. The product is: [NH:32]1[CH:33]=[CH:34][CH:35]=[C:31]1[C@@H:22]1[C@@H:21]2[CH2:20][CH2:19][N:18]([C:16]([C@H:11]3[CH2:12][CH2:13][CH2:14][CH2:15][C@H:10]3[NH:9][C:1](=[O:8])[C:2]3[CH:7]=[CH:6][CH:5]=[CH:4][CH:3]=3)=[O:17])[C@@H:30]2[C:29]2[CH:28]=[CH:27][CH:26]=[CH:25][C:24]=2[NH:23]1. (3) The product is: [ClH:28].[Cl:28][C:25]1[CH:26]=[CH:27][C:22]([NH:21][C:19](=[O:20])[NH:18][C:15]2[CH:14]=[CH:13][C:12]([N:7]3[CH:6]=[N:5][C:4]4[C:8]3=[N:9][CH:10]=[N:11][C:3]=4[NH:2][C:47](=[O:48])[C@@H:41]([NH2:40])[CH2:42][CH2:43][CH2:44][CH2:45][NH2:46])=[CH:17][CH:16]=2)=[CH:23][C:24]=1[C:29]([F:31])([F:32])[F:30]. Given the reactants Cl.[NH2:2][C:3]1[N:11]=[CH:10][N:9]=[C:8]2[C:4]=1[N:5]=[CH:6][N:7]2[C:12]1[CH:17]=[CH:16][C:15]([NH:18][C:19]([NH:21][C:22]2[CH:27]=[CH:26][C:25]([Cl:28])=[C:24]([C:29]([F:32])([F:31])[F:30])[CH:23]=2)=[O:20])=[CH:14][CH:13]=1.C(OC([N:40](C(OC(C)(C)C)=O)[C@H:41]([C:47](O)=[O:48])[CH2:42][CH2:43][CH2:44][CH2:45][NH2:46])=O)(C)(C)C, predict the reaction product. (4) The product is: [Br:7][C:8]1[N:13]=[C:12](/[CH:14]=[C:18](\[C:16]#[N:17])/[C:19]([NH:21][CH:22]([C:26]2[CH:27]=[CH:28][C:29]([O:32][CH2:33][O:34][CH3:35])=[CH:30][CH:31]=2)[CH2:23][CH2:24][CH3:25])=[O:20])[CH:11]=[CH:10][CH:9]=1. Given the reactants NCCC(O)=O.[Br:7][C:8]1[N:13]=[C:12]([CH:14]=O)[CH:11]=[CH:10][CH:9]=1.[C:16]([CH2:18][C:19]([NH:21][CH:22]([C:26]1[CH:31]=[CH:30][C:29]([O:32][CH2:33][O:34][CH3:35])=[CH:28][CH:27]=1)[CH2:23][CH2:24][CH3:25])=[O:20])#[N:17], predict the reaction product. (5) Given the reactants Cl[CH2:2][CH2:3][CH2:4][CH2:5][CH2:6][CH2:7][N:8]1[C:16]2[C:11](=[CH:12][CH:13]=[CH:14][CH:15]=2)[C:10]2[CH2:17][CH2:18][S:19][C:20]3[CH:25]=[CH:24][CH:23]=[CH:22][C:21]=3[C:9]1=2.[NH:26]1[CH2:30][CH2:29][CH2:28][CH2:27]1, predict the reaction product. The product is: [N:26]1([CH2:2][CH2:3][CH2:4][CH2:5][CH2:6][CH2:7][N:8]2[C:16]3[C:11](=[CH:12][CH:13]=[CH:14][CH:15]=3)[C:10]3[CH2:17][CH2:18][S:19][C:20]4[CH:25]=[CH:24][CH:23]=[CH:22][C:21]=4[C:9]2=3)[CH2:30][CH2:29][CH2:28][CH2:27]1. (6) Given the reactants [N:1]1([C:7]2[CH:12]=[CH:11][C:10]([N:13]3[CH:22]=[CH:21][C:20]4[N:19]=[CH:18][CH:17]=[CH:16][C:15]=4[C:14]3=[O:23])=[CH:9][CH:8]=2)[CH2:6][CH2:5][NH:4][CH2:3][CH2:2]1.CC1C=CC(S(O[CH2:35][CH2:36][CH2:37][C:38]2[C:46]3[C:41](=[CH:42][CH:43]=[C:44]([C:47]#[N:48])[CH:45]=3)[NH:40][CH:39]=2)(=O)=O)=CC=1.C(=O)([O-])[O-].[K+].[K+].[I-].[K+], predict the reaction product. The product is: [O:23]=[C:14]1[N:13]([C:10]2[CH:9]=[CH:8][C:7]([N:1]3[CH2:6][CH2:5][N:4]([CH2:35][CH2:36][CH2:37][C:38]4[C:46]5[C:41](=[CH:42][CH:43]=[C:44]([C:47]#[N:48])[CH:45]=5)[NH:40][CH:39]=4)[CH2:3][CH2:2]3)=[CH:12][CH:11]=2)[CH:22]=[CH:21][C:20]2[N:19]=[CH:18][CH:17]=[CH:16][C:15]1=2. (7) Given the reactants [OH:1][C@@H:2]1[C@@H:7]2[O:8]C(C3C=CC=CC=3)[O:10][CH2:11][C@H:6]2[O:5][CH2:4][C@H:3]1[N:18]1[CH:23]=[CH:22][C:21](=[O:24])[NH:20][C:19]1=[O:25].Cl, predict the reaction product. The product is: [OH:1][C@@H:2]1[C@H:7]([OH:8])[C@@H:6]([CH2:11][OH:10])[O:5][CH2:4][C@H:3]1[N:18]1[CH:23]=[CH:22][C:21](=[O:24])[NH:20][C:19]1=[O:25].